From a dataset of Peptide-MHC class I binding affinity with 185,985 pairs from IEDB/IMGT. Regression. Given a peptide amino acid sequence and an MHC pseudo amino acid sequence, predict their binding affinity value. This is MHC class I binding data. The peptide sequence is RLWNGRRCR. The MHC is HLA-B58:01 with pseudo-sequence HLA-B58:01. The binding affinity (normalized) is 0.0847.